Dataset: Buchwald-Hartwig C-N cross coupling reaction yields with 55,370 reactions. Task: Predict the reaction yield, written as a fraction of the theoretical maximum amount of product (1.0 means a 100% yield; for example, 0.34 means a 34% yield). (1) The product is Cc1ccc(Nc2ccc(C(F)(F)F)cc2)cc1. The yield is 0.0906. No catalyst specified. The reactants are FC(F)(F)c1ccc(Cl)cc1.Cc1ccc(N)cc1.O=S(=O)(O[Pd]1c2ccccc2-c2ccccc2N~1)C(F)(F)F.COc1ccc(OC)c(P([C@]23C[C@H]4C[C@H](C[C@H](C4)C2)C3)[C@]23C[C@H]4C[C@H](C[C@H](C4)C2)C3)c1-c1c(C(C)C)cc(C(C)C)cc1C(C)C.CCN=P(N=P(N(C)C)(N(C)C)N(C)C)(N(C)C)N(C)C.c1ccc(-c2cnoc2)cc1. (2) The reactants are Brc1cccnc1.Cc1ccc(N)cc1.O=S(=O)(O[Pd]1c2ccccc2-c2ccccc2N~1)C(F)(F)F.CC(C)c1cc(C(C)C)c(-c2ccccc2P(C(C)(C)C)C(C)(C)C)c(C(C)C)c1.CN1CCCN2CCCN=C12.c1ccc2nocc2c1. No catalyst specified. The product is Cc1ccc(Nc2cccnc2)cc1. The yield is 0.467. (3) The reactants are FC(F)(F)c1ccc(I)cc1.Cc1ccc(N)cc1.O=S(=O)(O[Pd]1c2ccccc2-c2ccccc2N~1)C(F)(F)F.COc1ccc(OC)c(P([C@]23C[C@H]4C[C@H](C[C@H](C4)C2)C3)[C@]23C[C@H]4C[C@H](C[C@H](C4)C2)C3)c1-c1c(C(C)C)cc(C(C)C)cc1C(C)C.CN(C)C(=NC(C)(C)C)N(C)C.Cc1cc(C)on1. No catalyst specified. The product is Cc1ccc(Nc2ccc(C(F)(F)F)cc2)cc1. The yield is 0.348. (4) The reactants are Brc1ccccn1.Cc1ccc(N)cc1.O=S(=O)(O[Pd]1c2ccccc2-c2ccccc2N~1)C(F)(F)F.CC(C)c1cc(C(C)C)c(-c2ccccc2P(C(C)(C)C)C(C)(C)C)c(C(C)C)c1.CN(C)C(=NC(C)(C)C)N(C)C.CCOC(=O)c1cc(OC)no1. The yield is 0.707. The product is Cc1ccc(Nc2ccccn2)cc1. No catalyst specified. (5) The product is Cc1ccc(Nc2ccc(C(F)(F)F)cc2)cc1. No catalyst specified. The yield is 0.244. The reactants are FC(F)(F)c1ccc(Cl)cc1.Cc1ccc(N)cc1.O=S(=O)(O[Pd]1c2ccccc2-c2ccccc2N~1)C(F)(F)F.CC(C)c1cc(C(C)C)c(-c2ccccc2P(C2CCCCC2)C2CCCCC2)c(C(C)C)c1.CN(C)C(=NC(C)(C)C)N(C)C.c1ccc(-c2ccon2)cc1.